Dataset: Catalyst prediction with 721,799 reactions and 888 catalyst types from USPTO. Task: Predict which catalyst facilitates the given reaction. Reactant: [NH2:1][C:2]1[N:3]=[C:4]2[CH:9]=[CH:8][C:7]([O:10][C:11]3[CH:12]=[C:13]([NH:17][C:18](=[O:30])[C:19]4[CH:24]=[CH:23][CH:22]=[C:21]([C:25]([C:28]#[N:29])([CH3:27])[CH3:26])[CH:20]=4)[CH:14]=[CH:15][CH:16]=3)=[CH:6][N:5]2[CH:31]=1.[CH:32]1([C:35](Cl)=[O:36])[CH2:34][CH2:33]1. Product: [C:28]([C:25]([C:21]1[CH:20]=[C:19]([CH:24]=[CH:23][CH:22]=1)[C:18]([NH:17][C:13]1[CH:14]=[CH:15][CH:16]=[C:11]([O:10][C:7]2[CH:8]=[CH:9][C:4]3[N:5]([CH:31]=[C:2]([NH:1][C:35]([CH:32]4[CH2:34][CH2:33]4)=[O:36])[N:3]=3)[CH:6]=2)[CH:12]=1)=[O:30])([CH3:27])[CH3:26])#[N:29]. The catalyst class is: 675.